This data is from Catalyst prediction with 721,799 reactions and 888 catalyst types from USPTO. The task is: Predict which catalyst facilitates the given reaction. (1) The catalyst class is: 262. Reactant: [CH3:1][C:2]([C:5]1[C:10]([F:11])=[CH:9][CH:8]=[CH:7][C:6]=1[C:12]1[C:21]2[C:16](=[CH:17][CH:18]=[CH:19][CH:20]=2)[CH:15]=[CH:14][N:13]=1)(O)[CH3:3].OS(O)(=O)=O.[OH-].[Na+]. Product: [CH3:1][C:2]1([CH3:3])[C:5]2[C:10]([F:11])=[CH:9][CH:8]=[CH:7][C:6]=2[C:12]2[N:13]=[CH:14][CH:15]=[C:16]3[CH:17]=[CH:18][CH:19]=[C:20]1[C:21]=23. (2) Reactant: C[O:2][C:3]([C:5]1[CH2:9][C:8]([CH3:11])([CH3:10])[CH2:7][C:6]=1[C:12](=[O:31])[NH:13][C:14]1[S:18][C:17]2[CH2:19][CH2:20][CH2:21][CH2:22][C:16]=2[C:15]=1[C:23]1[O:27][N:26]=[C:25]([CH:28]2[CH2:30][CH2:29]2)[N:24]=1)=[O:4]. Product: [CH:28]1([C:25]2[N:24]=[C:23]([C:15]3[C:16]4[CH2:22][CH2:21][CH2:20][CH2:19][C:17]=4[S:18][C:14]=3[NH:13][C:12]([C:6]3[CH2:7][C:8]([CH3:11])([CH3:10])[CH2:9][C:5]=3[C:3]([OH:4])=[O:2])=[O:31])[O:27][N:26]=2)[CH2:29][CH2:30]1. The catalyst class is: 61. (3) Reactant: Cl.Cl.[N:3]1([CH2:9][CH2:10][CH2:11][O:12][C:13]2[CH:22]=[C:21]3[C:16]([CH2:17][CH2:18][NH:19][CH2:20]3)=[CH:15][CH:14]=2)[CH2:8][CH2:7][CH2:6][CH2:5][CH2:4]1.CCN(CC)CC.[CH:30]([N:33]=[C:34]=[O:35])([CH3:32])[CH3:31]. Product: [CH:30]([NH:33][C:34]([N:19]1[CH2:18][CH2:17][C:16]2[C:21](=[CH:22][C:13]([O:12][CH2:11][CH2:10][CH2:9][N:3]3[CH2:8][CH2:7][CH2:6][CH2:5][CH2:4]3)=[CH:14][CH:15]=2)[CH2:20]1)=[O:35])([CH3:32])[CH3:31]. The catalyst class is: 143. (4) Reactant: [CH2:1]([N:4]1[CH2:9][CH2:8][N:7](C(OC(C)(C)C)=O)[CH2:6][CH2:5]1)[C:2]#[CH:3]. Product: [CH2:1]([N:4]1[CH2:9][CH2:8][NH:7][CH2:6][CH2:5]1)[C:2]#[CH:3]. The catalyst class is: 617.